Dataset: NCI-60 drug combinations with 297,098 pairs across 59 cell lines. Task: Regression. Given two drug SMILES strings and cell line genomic features, predict the synergy score measuring deviation from expected non-interaction effect. (1) Drug 1: CC1C(C(CC(O1)OC2CC(CC3=C2C(=C4C(=C3O)C(=O)C5=C(C4=O)C(=CC=C5)OC)O)(C(=O)C)O)N)O.Cl. Drug 2: CCCCCOC(=O)NC1=NC(=O)N(C=C1F)C2C(C(C(O2)C)O)O. Cell line: BT-549. Synergy scores: CSS=17.0, Synergy_ZIP=5.08, Synergy_Bliss=9.57, Synergy_Loewe=-13.0, Synergy_HSA=7.89. (2) Drug 1: CS(=O)(=O)C1=CC(=C(C=C1)C(=O)NC2=CC(=C(C=C2)Cl)C3=CC=CC=N3)Cl. Drug 2: CNC(=O)C1=CC=CC=C1SC2=CC3=C(C=C2)C(=NN3)C=CC4=CC=CC=N4. Cell line: M14. Synergy scores: CSS=0.559, Synergy_ZIP=4.18, Synergy_Bliss=8.16, Synergy_Loewe=2.40, Synergy_HSA=2.94. (3) Drug 1: C1CCC(CC1)NC(=O)N(CCCl)N=O. Drug 2: CC1C(C(CC(O1)OC2CC(CC3=C2C(=C4C(=C3O)C(=O)C5=C(C4=O)C(=CC=C5)OC)O)(C(=O)CO)O)N)O.Cl. Cell line: OVCAR-5. Synergy scores: CSS=15.2, Synergy_ZIP=-1.08, Synergy_Bliss=-3.50, Synergy_Loewe=-22.8, Synergy_HSA=-1.64. (4) Drug 1: CCC1=C2CN3C(=CC4=C(C3=O)COC(=O)C4(CC)O)C2=NC5=C1C=C(C=C5)O. Drug 2: CC1=C(C(=CC=C1)Cl)NC(=O)C2=CN=C(S2)NC3=CC(=NC(=N3)C)N4CCN(CC4)CCO. Cell line: SNB-75. Synergy scores: CSS=23.6, Synergy_ZIP=-5.56, Synergy_Bliss=-4.90, Synergy_Loewe=-11.4, Synergy_HSA=-2.90. (5) Drug 1: CS(=O)(=O)OCCCCOS(=O)(=O)C. Drug 2: CC(C)(C#N)C1=CC(=CC(=C1)CN2C=NC=N2)C(C)(C)C#N. Cell line: HOP-62. Synergy scores: CSS=-10.6, Synergy_ZIP=23.1, Synergy_Bliss=24.5, Synergy_Loewe=12.7, Synergy_HSA=5.08. (6) Drug 1: CC1C(C(=O)NC(C(=O)N2CCCC2C(=O)N(CC(=O)N(C(C(=O)O1)C(C)C)C)C)C(C)C)NC(=O)C3=C4C(=C(C=C3)C)OC5=C(C(=O)C(=C(C5=N4)C(=O)NC6C(OC(=O)C(N(C(=O)CN(C(=O)C7CCCN7C(=O)C(NC6=O)C(C)C)C)C)C(C)C)C)N)C. Drug 2: CS(=O)(=O)OCCCCOS(=O)(=O)C. Cell line: HOP-92. Synergy scores: CSS=18.4, Synergy_ZIP=-5.72, Synergy_Bliss=-4.40, Synergy_Loewe=-71.7, Synergy_HSA=-4.42. (7) Drug 1: C1=CN(C(=O)N=C1N)C2C(C(C(O2)CO)O)(F)F. Drug 2: CC1CC(C(C(C=C(C(C(C=CC=C(C(=O)NC2=CC(=O)C(=C(C1)C2=O)OC)C)OC)OC(=O)N)C)C)O)OC. Cell line: SW-620. Synergy scores: CSS=80.2, Synergy_ZIP=-0.514, Synergy_Bliss=-1.92, Synergy_Loewe=-1.37, Synergy_HSA=3.05. (8) Drug 1: C1=NC2=C(N=C(N=C2N1C3C(C(C(O3)CO)O)O)F)N. Drug 2: COCCOC1=C(C=C2C(=C1)C(=NC=N2)NC3=CC=CC(=C3)C#C)OCCOC.Cl. Cell line: UACC62. Synergy scores: CSS=4.35, Synergy_ZIP=-2.54, Synergy_Bliss=-3.98, Synergy_Loewe=0.0651, Synergy_HSA=-2.90. (9) Synergy scores: CSS=11.6, Synergy_ZIP=2.31, Synergy_Bliss=16.4, Synergy_Loewe=6.69, Synergy_HSA=9.79. Drug 1: C1CCN(CC1)CCOC2=CC=C(C=C2)C(=O)C3=C(SC4=C3C=CC(=C4)O)C5=CC=C(C=C5)O. Drug 2: C1=NC2=C(N=C(N=C2N1C3C(C(C(O3)CO)O)F)Cl)N. Cell line: HS 578T.